Dataset: Full USPTO retrosynthesis dataset with 1.9M reactions from patents (1976-2016). Task: Predict the reactants needed to synthesize the given product. (1) Given the product [NH2:10][C:11]1[O:12][C@H:13]([C:35]([F:36])([F:38])[F:37])[CH2:14][C@:15]([C:18]2[CH:23]=[C:22]([NH:24][C:25](=[O:33])[C:26]3[CH:31]=[CH:30][C:29]([Cl:32])=[CH:28][N:27]=3)[CH:21]=[CH:20][C:19]=2[F:34])([CH3:17])[N:16]=1, predict the reactants needed to synthesize it. The reactants are: ClC1C=CC(C([NH:10][C:11]2[O:12][C@H:13]([C:35]([F:38])([F:37])[F:36])[CH2:14][C@:15]([C:18]3[CH:23]=[C:22]([NH:24][C:25](=[O:33])[C:26]4[CH:31]=[CH:30][C:29]([Cl:32])=[CH:28][N:27]=4)[CH:21]=[CH:20][C:19]=3[F:34])([CH3:17])[N:16]=2)=O)=NC=1. (2) Given the product [S:35]([OH:39])([OH:38])(=[O:37])=[O:36].[CH:4]1([N:7]2[C:16]3[C:11](=[CH:12][CH:13]=[C:14]([C:21]4[CH:22]=[C:23]5[C:27](=[CH:28][CH:29]=4)[C@@H:26]([CH3:30])[NH:25][CH2:24]5)[C:15]=3[O:17][CH:18]([F:20])[F:19])[C:10](=[O:31])[C:9]([C:32]([OH:34])=[O:33])=[CH:8]2)[CH2:6][CH2:5]1, predict the reactants needed to synthesize it. The reactants are: C(O)C.[CH:4]1([N:7]2[C:16]3[C:11](=[CH:12][CH:13]=[C:14]([C:21]4[CH:22]=[C:23]5[C:27](=[CH:28][CH:29]=4)[C@@H:26]([CH3:30])[NH:25][CH2:24]5)[C:15]=3[O:17][CH:18]([F:20])[F:19])[C:10](=[O:31])[C:9]([C:32]([OH:34])=[O:33])=[CH:8]2)[CH2:6][CH2:5]1.[S:35](=[O:39])(=[O:38])([OH:37])[OH:36]. (3) Given the product [CH3:1][C:2]1([CH3:9])[O:6][CH:5]([CH2:7][O:8][C:13]2[N:18]=[C:17]([C:19]([OH:21])=[O:20])[CH:16]=[CH:15][CH:14]=2)[CH2:4][O:3]1, predict the reactants needed to synthesize it. The reactants are: [CH3:1][C:2]1([CH3:9])[O:6][CH:5]([CH2:7][OH:8])[CH2:4][O:3]1.[H-].[Na+].Br[C:13]1[N:18]=[C:17]([C:19]([OH:21])=[O:20])[CH:16]=[CH:15][CH:14]=1.Cl.